From a dataset of NCI-60 drug combinations with 297,098 pairs across 59 cell lines. Regression. Given two drug SMILES strings and cell line genomic features, predict the synergy score measuring deviation from expected non-interaction effect. (1) Drug 1: CN(CC1=CN=C2C(=N1)C(=NC(=N2)N)N)C3=CC=C(C=C3)C(=O)NC(CCC(=O)O)C(=O)O. Drug 2: C1=NNC2=C1C(=O)NC=N2. Cell line: NCI-H322M. Synergy scores: CSS=32.3, Synergy_ZIP=-0.827, Synergy_Bliss=-0.167, Synergy_Loewe=-45.1, Synergy_HSA=-0.129. (2) Drug 1: C1=NC2=C(N=C(N=C2N1C3C(C(C(O3)CO)O)F)Cl)N. Drug 2: CC12CCC3C(C1CCC2OP(=O)(O)O)CCC4=C3C=CC(=C4)OC(=O)N(CCCl)CCCl.[Na+]. Cell line: SF-539. Synergy scores: CSS=-3.66, Synergy_ZIP=-0.869, Synergy_Bliss=-2.99, Synergy_Loewe=-7.57, Synergy_HSA=-6.95. (3) Drug 1: C1=C(C(=O)NC(=O)N1)F. Drug 2: C1CCC(C(C1)N)N.C(=O)(C(=O)[O-])[O-].[Pt+4]. Cell line: SK-MEL-5. Synergy scores: CSS=35.7, Synergy_ZIP=-9.43, Synergy_Bliss=-15.8, Synergy_Loewe=-12.4, Synergy_HSA=-11.9. (4) Drug 1: C1=CN(C(=O)N=C1N)C2C(C(C(O2)CO)O)O.Cl. Drug 2: C1CC(=O)NC(=O)C1N2C(=O)C3=CC=CC=C3C2=O. Cell line: LOX IMVI. Synergy scores: CSS=51.9, Synergy_ZIP=-0.580, Synergy_Bliss=-1.80, Synergy_Loewe=-38.8, Synergy_HSA=-0.141. (5) Drug 1: C1C(C(OC1N2C=C(C(=O)NC2=O)F)CO)O. Drug 2: CCC1(C2=C(COC1=O)C(=O)N3CC4=CC5=C(C=CC(=C5CN(C)C)O)N=C4C3=C2)O.Cl. Cell line: HT29. Synergy scores: CSS=42.4, Synergy_ZIP=-5.60, Synergy_Bliss=-4.71, Synergy_Loewe=-4.06, Synergy_HSA=-1.45.